This data is from Retrosynthesis with 50K atom-mapped reactions and 10 reaction types from USPTO. The task is: Predict the reactants needed to synthesize the given product. Given the product Cc1ccccc1N1CCCC1, predict the reactants needed to synthesize it. The reactants are: BrCCCCBr.Cc1ccccc1N.